Dataset: Forward reaction prediction with 1.9M reactions from USPTO patents (1976-2016). Task: Predict the product of the given reaction. (1) Given the reactants C(OC(=O)[NH:7][C:8]1[S:9][C:10]([C:28](=[O:30])[CH3:29])=[CH:11][C:12]=1[S:13](=[O:27])(=[O:26])[N:14]([CH2:16][CH:17]([C:19]1[CH:24]=[CH:23][C:22]([F:25])=[CH:21][CH:20]=1)[OH:18])[CH3:15])(C)(C)C.FC(F)(F)C(O)=O, predict the reaction product. The product is: [F:25][C:22]1[CH:21]=[CH:20][C:19]([CH:17]([OH:18])[CH2:16][N:14]([CH3:15])[S:13]([C:12]2[CH:11]=[C:10]([C:28](=[O:30])[CH3:29])[S:9][C:8]=2[NH2:7])(=[O:27])=[O:26])=[CH:24][CH:23]=1. (2) Given the reactants [C:1]([C:4]1[C:5](=[O:27])[O:6][C:7]2[C:12]([CH:13]=1)=[CH:11][CH:10]=[C:9]([N:14]1[CH2:19][CH2:18][N:17]([C:20]([O:22][C:23]([CH3:26])([CH3:25])[CH3:24])=[O:21])[CH2:16][CH2:15]1)[CH:8]=2)(=[O:3])[CH3:2].CO[CH:30](OC)[N:31]([CH3:33])[CH3:32], predict the reaction product. The product is: [CH3:30][N:31]([CH3:33])/[CH:32]=[CH:2]/[C:1]([C:4]1[C:5](=[O:27])[O:6][C:7]2[C:12]([CH:13]=1)=[CH:11][CH:10]=[C:9]([N:14]1[CH2:15][CH2:16][N:17]([C:20]([O:22][C:23]([CH3:26])([CH3:25])[CH3:24])=[O:21])[CH2:18][CH2:19]1)[CH:8]=2)=[O:3]. (3) Given the reactants [Cl:1][C:2]1[CH:3]=[CH:4][C:5]([F:12])=[C:6]([CH2:8][C:9](O)=[O:10])[CH:7]=1.[H-].[Al+3].[Li+].[H-].[H-].[H-].[OH-].[K+], predict the reaction product. The product is: [Cl:1][C:2]1[CH:3]=[CH:4][C:5]([F:12])=[C:6]([CH2:8][CH2:9][OH:10])[CH:7]=1. (4) Given the reactants [CH2:1]([O:8][C:9]1[CH:14]=[CH:13][C:12]([CH2:15][C@H:16]([O:27][N:28]2C(=O)C3C(=CC=CC=3)C2=O)[C:17]([O:19][CH2:20][C:21]2[CH:26]=[CH:25][CH:24]=[CH:23][CH:22]=2)=[O:18])=[CH:11][CH:10]=1)[C:2]1[CH:7]=[CH:6][CH:5]=[CH:4][CH:3]=1.O.NN, predict the reaction product. The product is: [NH2:28][O:27][C@@H:16]([CH2:15][C:12]1[CH:11]=[CH:10][C:9]([O:8][CH2:1][C:2]2[CH:7]=[CH:6][CH:5]=[CH:4][CH:3]=2)=[CH:14][CH:13]=1)[C:17]([O:19][CH2:20][C:21]1[CH:22]=[CH:23][CH:24]=[CH:25][CH:26]=1)=[O:18]. (5) Given the reactants CC(O)=O.[F:5][C:6]1[CH:7]=[C:8]([NH:30][C:31]([NH:33][CH:34]2[CH2:37][O:36][CH2:35]2)=[O:32])[CH:9]=[CH:10][C:11]=1[O:12][C:13]1[CH:18]=[CH:17][N:16]=[C:15]2[CH:19]=[C:20]([C:22]3[CH:27]=[CH:26][C:25]([CH:28]=O)=[CH:24][N:23]=3)[S:21][C:14]=12.[NH:38]1[CH2:48][CH2:47][CH2:46][CH:40]([C:41]([O:43][CH2:44][CH3:45])=[O:42])[CH2:39]1.C(O[BH-](OC(=O)C)OC(=O)C)(=O)C.[Na+].[OH-].[Na+], predict the reaction product. The product is: [F:5][C:6]1[CH:7]=[C:8]([NH:30][C:31]([NH:33][CH:34]2[CH2:37][O:36][CH2:35]2)=[O:32])[CH:9]=[CH:10][C:11]=1[O:12][C:13]1[CH:18]=[CH:17][N:16]=[C:15]2[CH:19]=[C:20]([C:22]3[N:23]=[CH:24][C:25]([CH2:28][N:38]4[CH2:48][CH2:47][CH2:46][CH:40]([C:41]([O:43][CH2:44][CH3:45])=[O:42])[CH2:39]4)=[CH:26][CH:27]=3)[S:21][C:14]=12. (6) Given the reactants [N:1]1([CH2:7][CH2:8][O:9][C:10]2[CH:15]=[CH:14][C:13]([CH2:16][OH:17])=[CH:12][CH:11]=2)[CH2:6][CH2:5][CH2:4][CH2:3][CH2:2]1.O[C:19]1[CH:26]=[CH:25][C:22](CO)=[CH:21][CH:20]=1.Cl.ClCC[N:31]1[CH2:36]CCCC1.C([O-])([O-])=[O:38].[K+].[K+].C([O-])([O-])=O.[Cs+].[Cs+].C, predict the reaction product. The product is: [N:1]1([CH2:7][CH2:8][O:9][C:10]2[CH:11]=[CH:12][C:13]([CH2:16][O:17][C:36](=[O:38])[NH:31][C:19]3[CH:20]=[CH:21][CH:22]=[CH:25][CH:26]=3)=[CH:14][CH:15]=2)[CH2:6][CH2:5][CH2:4][CH2:3][CH2:2]1. (7) The product is: [CH3:24][O:25][C:26](=[O:40])[C:27]1[CH:32]=[CH:31][C:30]([CH2:33][O:12][C:5]2[CH:6]=[C:7]([CH3:11])[C:8]([CH3:10])=[CH:9][C:4]=2[N+:1]([O-:3])=[O:2])=[C:29]([CH3:39])[CH:28]=1. Given the reactants [N+:1]([C:4]1[CH:9]=[C:8]([CH3:10])[C:7]([CH3:11])=[CH:6][C:5]=1[OH:12])([O-:3])=[O:2].CN(C=O)C.C(=O)([O-])[O-].[K+].[K+].[CH3:24][O:25][C:26](=[O:40])[C:27]1[CH:32]=[CH:31][C:30]([CH2:33]OS(C)(=O)=O)=[C:29]([CH3:39])[CH:28]=1, predict the reaction product.